From a dataset of Catalyst prediction with 721,799 reactions and 888 catalyst types from USPTO. Predict which catalyst facilitates the given reaction. (1) Reactant: [CH2:1]([O:3][C:4]1[CH:12]=[C:11]2[C:7]([CH2:8][C@H:9]([NH:14][C:15](=[O:20])[C:16]([F:19])([F:18])[F:17])[C:10]2=O)=[CH:6][CH:5]=1)[CH3:2].C([SiH](CC)CC)C. The catalyst class is: 55. Product: [CH2:1]([O:3][C:4]1[CH:12]=[C:11]2[C:7](=[CH:6][CH:5]=1)[CH2:8][C@H:9]([NH:14][C:15](=[O:20])[C:16]([F:18])([F:17])[F:19])[CH2:10]2)[CH3:2]. (2) Reactant: [C:1]([NH:4][C:5]1[N:9]([C:10]2[C:14]([CH3:15])=[C:13]([CH3:16])[S:12][C:11]=2[F:17])[N:8]=[C:7]([OH:18])[CH:6]=1)(=[O:3])[CH3:2].C(=O)([O-])[O-].[K+].[K+].[F:25][C:26]([F:49])([F:48])[C:27]([F:47])([F:46])[C:28](F)(F)C(F)(F)S(O[CH2:28][C:27]([F:47])([F:46])[C:26]([F:49])([F:48])[F:25])(=O)=O. Product: [C:1]([NH:4][C:5]1[N:9]([C:10]2[C:14]([CH3:15])=[C:13]([CH3:16])[S:12][C:11]=2[F:17])[N:8]=[C:7]([O:18][CH2:28][C:27]([F:47])([F:46])[C:26]([F:49])([F:48])[F:25])[CH:6]=1)(=[O:3])[CH3:2]. The catalyst class is: 16. (3) Reactant: [Cl:1][C:2]1[CH:19]=[CH:18][C:17]([C:20]2[CH:25]=[CH:24][CH:23]=[C:22]([F:26])[CH:21]=2)=[CH:16][C:3]=1[C:4]([NH:6][C:7]1[C:12]([F:13])=[CH:11][CH:10]=[C:9]([OH:14])[C:8]=1[F:15])=O. Product: [Cl:1][C:2]1[CH:19]=[CH:18][C:17]([C:20]2[CH:25]=[CH:24][CH:23]=[C:22]([F:26])[CH:21]=2)=[CH:16][C:3]=1[CH2:4][NH:6][C:7]1[C:8]([F:15])=[C:9]([OH:14])[CH:10]=[CH:11][C:12]=1[F:13]. The catalyst class is: 1. (4) Reactant: [NH:1]1[C:5](=[O:6])[CH2:4][CH2:3][C:2]1=[O:7].[H-].[Na+].Br[CH2:11][C:12]1[CH:17]=[CH:16][C:15]([B:18]([OH:20])[OH:19])=[CH:14][CH:13]=1. Product: [O:7]=[C:2]1[CH2:3][CH2:4][C:5](=[O:6])[N:1]1[CH2:11][C:12]1[CH:17]=[CH:16][C:15]([B:18]([OH:20])[OH:19])=[CH:14][CH:13]=1. The catalyst class is: 3. (5) Reactant: [NH2:1][C:2]1[CH:10]=[CH:9][CH:8]=[C:7]([Cl:11])[C:3]=1[C:4]([OH:6])=[O:5].[C:12](Cl)(Cl)=[O:13]. Product: [Cl:11][C:7]1[C:3]2[C:4](=[O:6])[O:5][C:12](=[O:13])[NH:1][C:2]=2[CH:10]=[CH:9][CH:8]=1. The catalyst class is: 12. (6) Reactant: [NH2:1][C:2]1[CH:3]=[C:4]([N:25]([CH3:34])[C:26](=[O:33])[C:27]2[CH:32]=[CH:31][CH:30]=[CH:29][CH:28]=2)[CH:5]=[CH:6][C:7]=1[NH:8][CH2:9][C@H:10]([O:17][Si:18]([C:21]([CH3:24])([CH3:23])[CH3:22])([CH3:20])[CH3:19])[C:11]1[CH:16]=[CH:15][CH:14]=[CH:13][CH:12]=1.Br[C:36]#[N:37]. Product: [NH2:37][C:36]1[N:8]([CH2:9][C@H:10]([O:17][Si:18]([C:21]([CH3:24])([CH3:23])[CH3:22])([CH3:19])[CH3:20])[C:11]2[CH:12]=[CH:13][CH:14]=[CH:15][CH:16]=2)[C:7]2[CH:6]=[CH:5][C:4]([N:25]([CH3:34])[C:26](=[O:33])[C:27]3[CH:28]=[CH:29][CH:30]=[CH:31][CH:32]=3)=[CH:3][C:2]=2[N:1]=1. The catalyst class is: 14. (7) Reactant: [F:1][C:2]([F:26])([F:25])[C:3]1[CH:20]=[C:19]([C:21]([F:24])([F:23])[F:22])[CH:18]=[CH:17][C:4]=1[CH2:5][O:6][C:7]1[CH:8]=[C:9]([CH:12]=[CH:13][C:14]=1[O:15][CH3:16])[CH:10]=O.[CH3:27][NH:28][C:29]1[CH2:33][S:32][C:31](=[O:34])[N:30]=1.CC(C)([O-])C.[K+].[Cl-].[NH4+]. Product: [F:1][C:2]([F:25])([F:26])[C:3]1[CH:20]=[C:19]([C:21]([F:24])([F:23])[F:22])[CH:18]=[CH:17][C:4]=1[CH2:5][O:6][C:7]1[CH:8]=[C:9](/[CH:10]=[C:33]2/[C:29]([NH:28][CH3:27])=[N:30][C:31](=[O:34])[S:32]/2)[CH:12]=[CH:13][C:14]=1[O:15][CH3:16]. The catalyst class is: 162. (8) Reactant: [OH-].[Na+].Br[CH2:4][CH2:5]Cl.[N:7]1[C:16]2[C:11](=[CH:12][C:13]([CH2:17][C:18]#[N:19])=[CH:14][CH:15]=2)[CH:10]=[CH:9][CH:8]=1. Product: [N:7]1[C:16]2[C:11](=[CH:12][C:13]([C:17]3([C:18]#[N:19])[CH2:5][CH2:4]3)=[CH:14][CH:15]=2)[CH:10]=[CH:9][CH:8]=1. The catalyst class is: 786. (9) Reactant: C1COCC1.C[O:7][C:8](=[O:24])[C:9]1[CH:14]=[CH:13][C:12]([Cl:15])=[C:11]([C:16]2[C:21]([Cl:22])=[CH:20][C:19]([Cl:23])=[CH:18][N:17]=2)[CH:10]=1.O[Li].O. Product: [Cl:15][C:12]1[CH:13]=[CH:14][C:9]([C:8]([OH:24])=[O:7])=[CH:10][C:11]=1[C:16]1[C:21]([Cl:22])=[CH:20][C:19]([Cl:23])=[CH:18][N:17]=1. The catalyst class is: 6.